Dataset: Peptide-MHC class I binding affinity with 185,985 pairs from IEDB/IMGT. Task: Regression. Given a peptide amino acid sequence and an MHC pseudo amino acid sequence, predict their binding affinity value. This is MHC class I binding data. (1) The peptide sequence is HVVNYNGLL. The MHC is HLA-A26:01 with pseudo-sequence HLA-A26:01. The binding affinity (normalized) is 0.497. (2) The peptide sequence is FLSFASLFL. The MHC is HLA-A03:01 with pseudo-sequence HLA-A03:01. The binding affinity (normalized) is 0.0847.